From a dataset of Full USPTO retrosynthesis dataset with 1.9M reactions from patents (1976-2016). Predict the reactants needed to synthesize the given product. (1) Given the product [CH3:15][N:16]1[C:10]([OH:14])=[N:9][C:7]([C:3]2[CH:2]=[N:1][CH:6]=[CH:5][CH:4]=2)=[N:17]1, predict the reactants needed to synthesize it. The reactants are: [N:1]1[CH:6]=[CH:5][CH:4]=[C:3]([C:7]([NH:9][C:10](=[O:14])OCC)=S)[CH:2]=1.[CH3:15][NH:16][NH2:17]. (2) The reactants are: Cl.[N:2]1([C:8](=[O:30])[CH2:9][CH2:10]/[CH:11]=[CH:12]\[CH2:13]/[CH:14]=[CH:15]\[CH2:16]/[CH:17]=[CH:18]\[CH2:19]/[CH:20]=[CH:21]\[CH2:22]/[CH:23]=[CH:24]\[CH2:25]/[CH:26]=[CH:27]\[CH2:28][CH3:29])[CH2:7][CH2:6][NH:5][CH2:4][CH2:3]1.CN(C(ON1N=N[C:41]2[CH:42]=[CH:43][CH:44]=N[C:40]1=2)=[N+](C)C)C.F[P-](F)(F)(F)(F)F.CCN([CH:61]([CH3:63])[CH3:62])C(C)C. Given the product [C:8]([N:5]1[CH2:6][CH2:7][N:2]([C:8](=[O:30])[CH2:9][CH2:10]/[CH:11]=[CH:12]\[CH2:13]/[CH:14]=[CH:15]\[CH2:16]/[CH:17]=[CH:18]\[CH2:19]/[CH:20]=[CH:21]\[CH2:22]/[CH:23]=[CH:24]\[CH2:25]/[CH:26]=[CH:27]\[CH2:28][CH3:29])[CH2:3][CH2:4]1)(=[O:30])[CH2:9][CH2:10][CH2:11]/[CH:12]=[CH:13]\[CH2:14]/[CH:15]=[CH:16]\[CH2:17]/[CH:18]=[CH:19]\[CH2:63]/[CH:61]=[CH:62]\[CH2:44]/[CH:43]=[CH:42]\[CH2:41][CH3:40], predict the reactants needed to synthesize it. (3) Given the product [CH:11]([C:8]1[Se:9][CH:10]=[C:6]([CH2:5][O:13][CH2:16][C:15]([OH:18])=[O:17])[CH:7]=1)=[O:12], predict the reactants needed to synthesize it. The reactants are: [BH4-].[Na+].CO[CH:5]([O:13]C)[C:6]1[Se:10][CH:9]=[C:8]([CH:11]=[O:12])[CH:7]=1.[C:15]([O:18]CC)(=[O:17])[CH3:16]. (4) Given the product [C:2]1([CH2:1][O:8][C:9](=[O:10])[N:11]([CH2:24][C:25]2[CH:26]=[CH:27][C:28]([C:29]([N:46]([CH2:47][C:48]3[N:49]([CH2:53][O:54][CH2:55][CH2:56][Si:57]([CH3:60])([CH3:59])[CH3:58])[CH:50]=[CH:51][N:52]=3)[CH2:45][C:41]3[N:40]([CH2:39][O:38][CH2:37][CH2:36][Si:35]([CH3:61])([CH3:62])[CH3:34])[CH:44]=[CH:43][N:42]=3)=[O:30])=[CH:32][CH:33]=2)[CH2:12][CH2:13][CH2:14][CH2:15][NH:16][C:17]([O:19][C:20]([CH3:21])([CH3:22])[CH3:23])=[O:18])[CH:3]=[CH:4][CH:5]=[CH:6][CH:7]=1, predict the reactants needed to synthesize it. The reactants are: [CH2:1]([O:8][C:9]([N:11]([CH2:24][C:25]1[CH:33]=[CH:32][C:28]([C:29](O)=[O:30])=[CH:27][CH:26]=1)[CH2:12][CH2:13][CH2:14][CH2:15][NH:16][C:17]([O:19][C:20]([CH3:23])([CH3:22])[CH3:21])=[O:18])=[O:10])[C:2]1[CH:7]=[CH:6][CH:5]=[CH:4][CH:3]=1.[CH3:34][Si:35]([CH3:62])([CH3:61])[CH2:36][CH2:37][O:38][CH2:39][N:40]1[CH:44]=[CH:43][N:42]=[C:41]1[CH2:45][NH:46][CH2:47][C:48]1[N:49]([CH2:53][O:54][CH2:55][CH2:56][Si:57]([CH3:60])([CH3:59])[CH3:58])[CH:50]=[CH:51][N:52]=1.ON1C2C=CC=CC=2N=N1.Cl.C(N=C=NCCCN(C)C)C.C(N(C(C)C)CC)(C)C. (5) Given the product [Cl:1][C:2]1[CH:3]=[C:4]([I:10])[C:5]([NH:8][N:9]=[CH:14][C:13]2[CH:16]=[C:17]([OH:21])[C:18]([OH:20])=[CH:19][C:12]=2[OH:11])=[N:6][CH:7]=1, predict the reactants needed to synthesize it. The reactants are: [Cl:1][C:2]1[CH:3]=[C:4]([I:10])[C:5]([NH:8][NH2:9])=[N:6][CH:7]=1.[OH:11][C:12]1[CH:19]=[C:18]([OH:20])[C:17]([OH:21])=[CH:16][C:13]=1[CH:14]=O. (6) Given the product [O:2]1[CH2:8][CH2:7][CH2:6][O:5][C:4]2[C:9]([N:13]3[CH2:14][CH2:15][N:16]([CH2:34][CH2:33][CH2:32][CH2:31][O:30][C:26]4[N:27]=[C:28]5[C:23]([CH:22]=[CH:21][C:20](=[O:19])[NH:29]5)=[CH:24][CH:25]=4)[CH2:17][CH2:18]3)=[CH:10][CH:11]=[CH:12][C:3]1=2, predict the reactants needed to synthesize it. The reactants are: Cl.[O:2]1[CH2:8][CH2:7][CH2:6][O:5][C:4]2[C:9]([N:13]3[CH2:18][CH2:17][NH:16][CH2:15][CH2:14]3)=[CH:10][CH:11]=[CH:12][C:3]1=2.[O:19]=[C:20]1[NH:29][C:28]2[N:27]=[C:26]([O:30][CH2:31][CH2:32][CH2:33][CH:34]=O)[CH:25]=[CH:24][C:23]=2[CH:22]=[CH:21]1.